From a dataset of Forward reaction prediction with 1.9M reactions from USPTO patents (1976-2016). Predict the product of the given reaction. (1) Given the reactants [NH:1]1[CH2:4][CH2:3][C@H:2]1[CH2:5][O:6][C:7]1[CH:8]=[C:9]([C:13]2[CH:14]=[C:15]([CH2:19][C@H:20]([OH:28])[CH2:21][C:22]3[CH:27]=[CH:26][CH:25]=[CH:24][CH:23]=3)[CH:16]=[CH:17][CH:18]=2)[CH:10]=[N:11][CH:12]=1.[ClH:29], predict the reaction product. The product is: [ClH:29].[NH:1]1[CH2:4][CH2:3][C@H:2]1[CH2:5][O:6][C:7]1[CH:8]=[C:9]([C:13]2[CH:14]=[C:15]([CH2:19][C@H:20]([OH:28])[CH2:21][C:22]3[CH:27]=[CH:26][CH:25]=[CH:24][CH:23]=3)[CH:16]=[CH:17][CH:18]=2)[CH:10]=[N:11][CH:12]=1. (2) Given the reactants [CH3:1][O:2][C:3]1[CH:4]=[C:5]([C:11]2[C@@H:20]3[C@@H:15]([CH2:16][CH2:17][CH2:18][CH2:19]3)[C:14](=[O:21])[N:13]([CH:22]3[CH2:27][CH2:26][N:25]([C:28](=[O:45])[C@H:29]([NH:37]C(=O)OC(C)(C)C)[CH2:30][C:31]4[CH:36]=[CH:35][CH:34]=[CH:33][CH:32]=4)[CH2:24][CH2:23]3)[N:12]=2)[CH:6]=[CH:7][C:8]=1[O:9][CH3:10].Cl.[Cl:47]CCl, predict the reaction product. The product is: [ClH:47].[NH2:37][C@H:29]([CH2:30][C:31]1[CH:32]=[CH:33][CH:34]=[CH:35][CH:36]=1)[C:28]([N:25]1[CH2:24][CH2:23][CH:22]([N:13]2[N:12]=[C:11]([C:5]3[CH:6]=[CH:7][C:8]([O:9][CH3:10])=[C:3]([O:2][CH3:1])[CH:4]=3)[C@@H:20]3[C@@H:15]([CH2:16][CH2:17][CH2:18][CH2:19]3)[C:14]2=[O:21])[CH2:27][CH2:26]1)=[O:45]. (3) Given the reactants [CH3:1][O:2][C:3]([C:5]1[S:6][CH:7]=[CH:8][C:9]=1[NH:10][C:11](=[O:16])[C:12]([F:15])([F:14])[F:13])=[O:4].[C:17](=O)([O-])[O-].[K+].[K+].CI.O, predict the reaction product. The product is: [CH3:1][O:2][C:3]([C:5]1[S:6][CH:7]=[CH:8][C:9]=1[N:10]([CH3:17])[C:11](=[O:16])[C:12]([F:13])([F:14])[F:15])=[O:4]. (4) Given the reactants CS(O[CH2:6][CH2:7][C@H:8]([NH:15][C:16]([C@H:18]1[N:22]([S:23]([C:26]2[CH:31]=[CH:30][C:29]([C:32]3[CH:37]=[CH:36][CH:35]=[CH:34][CH:33]=3)=[CH:28][CH:27]=2)(=[O:25])=[O:24])[CH2:21][CH2:20][S:19]1)=[O:17])[C:9]1[CH:14]=[CH:13][CH:12]=[CH:11][CH:10]=1)(=O)=O.[CH3:38][NH:39][CH3:40], predict the reaction product. The product is: [C:29]1([C:32]2[CH:33]=[CH:34][CH:35]=[CH:36][CH:37]=2)[CH:30]=[CH:31][C:26]([S:23]([N:22]2[CH2:21][CH2:20][S:19][CH:18]2[C:16]([NH:15][CH:8]([C:9]2[CH:14]=[CH:13][CH:12]=[CH:11][CH:10]=2)[CH2:7][CH2:6][N:39]([CH3:40])[CH3:38])=[O:17])(=[O:25])=[O:24])=[CH:27][CH:28]=1. (5) The product is: [CH:1]([C:4]1[CH:9]=[CH:8][CH:7]=[CH:6][C:5]=1[S:10][C:11]1[CH:16]=[CH:15][C:14](/[CH:17]=[CH:18]/[C:19]([N:21]2[CH2:26][CH2:25][CH2:24][CH:23]([C:27]([OH:29])=[O:28])[CH2:22]2)=[O:20])=[CH:13][C:12]=1[N+:32]([O-:34])=[O:33])([CH3:3])[CH3:2]. Given the reactants [CH:1]([C:4]1[CH:9]=[CH:8][CH:7]=[CH:6][C:5]=1[S:10][C:11]1[CH:16]=[CH:15][C:14](/[CH:17]=[CH:18]/[C:19]([N:21]2[CH2:26][CH2:25][CH2:24][CH:23]([C:27]([O:29]CC)=[O:28])[CH2:22]2)=[O:20])=[CH:13][C:12]=1[N+:32]([O-:34])=[O:33])([CH3:3])[CH3:2].[OH-].[K+].[OH-].[Na+], predict the reaction product. (6) Given the reactants [NH:1]1[CH2:5][CH2:4][CH2:3][CH2:2]1.[CH2:6]([CH:8]1[O:10][CH2:9]1)Cl, predict the reaction product. The product is: [O:10]1[CH2:9][CH:8]1[CH2:6][N:1]1[CH2:5][CH2:4][CH2:3][CH2:2]1. (7) Given the reactants [OH:1][C:2]1[C:7]([OH:8])=[CH:6][CH:5]=[CH:4][N:3]=1.[CH3:9][C:10](C)([O-])C.[Na+].C(I)C, predict the reaction product. The product is: [CH2:9]([O:8][C:7]1[C:2]([OH:1])=[N:3][CH:4]=[CH:5][CH:6]=1)[CH3:10].